From a dataset of CYP3A4 inhibition data for predicting drug metabolism from PubChem BioAssay. Regression/Classification. Given a drug SMILES string, predict its absorption, distribution, metabolism, or excretion properties. Task type varies by dataset: regression for continuous measurements (e.g., permeability, clearance, half-life) or binary classification for categorical outcomes (e.g., BBB penetration, CYP inhibition). Dataset: cyp3a4_veith. (1) The molecule is Cc1ccc(C(C(=O)NCc2ccco2)N(C(=O)CNC(=O)c2cccs2)c2ccc(C)cc2)cc1. The result is 1 (inhibitor). (2) The drug is O=C(NCc1ccccc1)c1cccc(COc2cccc(Cl)c2)c1. The result is 0 (non-inhibitor). (3) The molecule is O=[N+]([O-])c1ccc(O[C@H]2O[C@@H](CO)[C@@H](O)[C@@H](O)[C@@H]2F)c([N+](=O)[O-])c1. The result is 0 (non-inhibitor). (4) The result is 0 (non-inhibitor). The drug is O=C(CSc1nnc(-c2ccncc2)n1Cc1ccccc1)Nc1nccs1. (5) The molecule is CCOc1cc(CNCc2cccs2)cc(Br)c1OC.Cl. The result is 1 (inhibitor). (6) The drug is CCOc1ccc(OCC)c(NC(=O)C2CCCN(S(=O)(=O)c3cccs3)C2)c1. The result is 1 (inhibitor). (7) The compound is C[N+]1(C)C[C@@H](O)C[C@@H]1C(=O)[O-]. The result is 0 (non-inhibitor). (8) The molecule is O=C(O)c1cc(Cl)cc(Cc2cc(Cl)cc(C(=O)O)c2O)c1O. The result is 0 (non-inhibitor).